The task is: Predict the reactants needed to synthesize the given product.. This data is from Full USPTO retrosynthesis dataset with 1.9M reactions from patents (1976-2016). (1) Given the product [CH3:1][O:2][C:3](=[O:21])[C:4]1[CH:5]=[CH:6][C:7]([C:10]([C:11]2[CH:16]=[CH:15][C:14]([O:17][CH3:18])=[C:13]([Br:19])[CH:12]=2)([OH:20])[CH2:29][CH2:28][CH2:32][CH2:24][CH2:23][CH3:25])=[CH:8][CH:9]=1, predict the reactants needed to synthesize it. The reactants are: [CH3:1][O:2][C:3](=[O:21])[C:4]1[CH:9]=[CH:8][C:7]([C:10](=[O:20])[C:11]2[CH:16]=[CH:15][C:14]([O:17][CH3:18])=[C:13]([Br:19])[CH:12]=2)=[CH:6][CH:5]=1.C([Mg]Br)[CH:23]([CH3:25])[CH3:24].[CH2:28]1[CH2:32]OC[CH2:29]1. (2) Given the product [N:17]1([C:15]2[N:14]=[CH:13][N:12]=[C:11]3[NH:10][N:9]=[C:8]([C:6]4[CH:5]=[CH:4][N:3]=[C:2]([NH2:1])[CH:7]=4)[C:16]=23)[CH2:18][CH2:19][NH:20][CH2:21][CH2:22]1, predict the reactants needed to synthesize it. The reactants are: [NH2:1][C:2]1[CH:7]=[C:6]([C:8]2[C:16]3[C:11](=[N:12][CH:13]=[N:14][C:15]=3[N:17]3[CH2:22][CH2:21][N:20](C(OC(C)(C)C)=O)[CH2:19][CH2:18]3)[N:10](COCC[Si](C)(C)C)[N:9]=2)[CH:5]=[CH:4][N:3]=1.Cl.